From a dataset of Reaction yield outcomes from USPTO patents with 853,638 reactions. Predict the reaction yield, written as a fraction of the theoretical maximum amount of product (1.0 means a 100% yield; for example, 0.34 means a 34% yield). (1) The reactants are [BH4-].[Na+].[Cl:3][C:4]1[C:5]([C:12]2[CH:13]=[N:14][C:15]([C:18]([F:21])([F:20])[F:19])=[N:16][CH:17]=2)=[CH:6][C:7]([CH:10]=[O:11])=[N:8][CH:9]=1. The catalyst is CO. The product is [Cl:3][C:4]1[C:5]([C:12]2[CH:17]=[N:16][C:15]([C:18]([F:20])([F:21])[F:19])=[N:14][CH:13]=2)=[CH:6][C:7]([CH2:10][OH:11])=[N:8][CH:9]=1. The yield is 0.950. (2) The product is [N:1]1[CH:2]=[CH:3][N:4]2[C:9]=1[CH:8]=[CH:7][C:6]([O:10][C:11]1[CH:12]=[C:13]([NH:14][C:23](=[O:24])[C:22]3[CH:26]=[CH:27][CH:28]=[C:20]([C:19]([F:18])([F:29])[F:30])[CH:21]=3)[CH:15]=[CH:16][CH:17]=1)=[N:5]2. The reactants are [N:1]1[CH:2]=[CH:3][N:4]2[C:9]=1[CH:8]=[CH:7][C:6]([O:10][C:11]1[CH:12]=[C:13]([CH:15]=[CH:16][CH:17]=1)[NH2:14])=[N:5]2.[F:18][C:19]([F:30])([F:29])[C:20]1[CH:21]=[C:22]([CH:26]=[CH:27][CH:28]=1)[C:23](Cl)=[O:24]. The catalyst is CN1CCCC1=O.[OH-].[Na+]. The yield is 0.980. (3) The reactants are [C:1]([C:5]1[O:9][N:8]=[C:7]([NH:10][C:11]([NH:13][C:14]2[CH:19]=[CH:18][CH:17]=[C:16]([O:20][C:21]3[C:30]4[C:25](=[CH:26][C:27]([O:33][CH2:34][CH2:35]Cl)=[C:28]([O:31][CH3:32])[CH:29]=4)[N:24]=[CH:23][N:22]=3)[CH:15]=2)=[O:12])[CH:6]=1)([CH3:4])([CH3:3])[CH3:2].[NH:37]1[CH2:42][CH2:41][O:40][CH2:39][CH2:38]1.C(N(C(C)C)CC)(C)C. The catalyst is CN(C=O)C.[I-].C([N+](CCCC)(CCCC)CCCC)CCC. The product is [C:1]([C:5]1[O:9][N:8]=[C:7]([NH:10][C:11]([NH:13][C:14]2[CH:19]=[CH:18][CH:17]=[C:16]([O:20][C:21]3[C:30]4[C:25](=[CH:26][C:27]([O:33][CH2:34][CH2:35][N:37]5[CH2:42][CH2:41][O:40][CH2:39][CH2:38]5)=[C:28]([O:31][CH3:32])[CH:29]=4)[N:24]=[CH:23][N:22]=3)[CH:15]=2)=[O:12])[CH:6]=1)([CH3:4])([CH3:3])[CH3:2]. The yield is 0.210.